This data is from Reaction yield outcomes from USPTO patents with 853,638 reactions. The task is: Predict the reaction yield, written as a fraction of the theoretical maximum amount of product (1.0 means a 100% yield; for example, 0.34 means a 34% yield). (1) The reactants are [CH2:1]([C:3]1[C:8](=[O:9])[NH:7][C:6]([CH3:10])=[C:5]([C:11]2[S:15][C:14]([S:16]([Cl:19])(=[O:18])=[O:17])=[CH:13][CH:12]=2)[CH:4]=1)[CH3:2].[N:20]1([CH2:26][CH2:27][NH2:28])[CH2:25][CH2:24][O:23][CH2:22][CH2:21]1. No catalyst specified. The product is [ClH:19].[N:20]1([CH2:26][CH2:27][NH:28][S:16]([C:14]2[S:15][C:11]([C:5]3[CH:4]=[C:3]([CH2:1][CH3:2])[C:8](=[O:9])[NH:7][C:6]=3[CH3:10])=[CH:12][CH:13]=2)(=[O:18])=[O:17])[CH2:25][CH2:24][O:23][CH2:22][CH2:21]1. The yield is 0.710. (2) The reactants are [ClH:1].C[C:3]1[CH:4]=[C:5]([CH:9]([N:13]2[CH2:18][CH2:17][N:16]([CH3:19])[CH2:15][CH2:14]2)[C:10]([OH:12])=[O:11])[CH:6]=[CH:7][CH:8]=1.[C:20]1(C)C=CC=CC=1B(O)O. No catalyst specified. The product is [ClH:1].[CH3:20][C:4]1[CH:3]=[CH:8][CH:7]=[CH:6][C:5]=1[CH:9]([N:13]1[CH2:14][CH2:15][N:16]([CH3:19])[CH2:17][CH2:18]1)[C:10]([OH:12])=[O:11]. The yield is 0.460. (3) The reactants are [NH2:1][C:2]1[CH:7]=[CH:6][CH:5]=[CH:4][N:3]=1.C(N(CC)CC)C.[F:15][C:16]([F:21])([F:20])[C:17](O)=[O:18].O. The catalyst is ClCCl. The product is [F:15][C:16]([F:21])([F:20])[C:17]([N:1]=[C:2]1[CH:7]=[CH:6][CH:5]=[CH:4][NH:3]1)=[O:18]. The yield is 0.710. (4) The reactants are [CH2:1]([NH:3][C:4]([NH:6][C:7]1[CH:12]=[CH:11][C:10](NC2N=C(N[C:10]3[CH:11]=[CH:12][C:7]([NH:6][C:4]([NH:3][CH2:1][CH3:2])=[O:5])=[CH:8][CH:9]=3)C(F)=CN=2)=[CH:9][CH:8]=1)=[O:5])[CH3:2].[NH2:34]C1C=CC=C(N)C=1.C(N=C=O)C.C(=O)([O-])[O-].[K+].[K+]. No catalyst specified. The product is [CH2:1]([NH:3][C:4]([NH:6][C:7]1[CH:12]=[C:11]([CH:10]=[CH:9][CH:8]=1)[NH2:34])=[O:5])[CH3:2]. The yield is 0.830.